From a dataset of Full USPTO retrosynthesis dataset with 1.9M reactions from patents (1976-2016). Predict the reactants needed to synthesize the given product. (1) The reactants are: [F:1][C:2]1[CH:7]=[CH:6][CH:5]=[CH:4][C:3]=1[C:8]1[N:9]=[N:10][N:11]([CH3:18])[C:12]=1[C:13]1[N:14]=[CH:15][NH:16][CH:17]=1.Cl[C:20]1[CH:29]=[CH:28][C:23]([C:24]([O:26][CH3:27])=[O:25])=[CH:22][N:21]=1.C(=O)([O-])[O-].[K+].[K+].O. Given the product [F:1][C:2]1[CH:7]=[CH:6][CH:5]=[CH:4][C:3]=1[C:8]1[N:9]=[N:10][N:11]([CH3:18])[C:12]=1[C:13]1[N:14]=[CH:15][N:16]([C:20]2[CH:29]=[CH:28][C:23]([C:24]([O:26][CH3:27])=[O:25])=[CH:22][N:21]=2)[CH:17]=1, predict the reactants needed to synthesize it. (2) Given the product [CH2:1]([N:8]1[CH2:13][CH2:12][C:11]2([C:21]3[C:16](=[CH:17][CH:18]=[CH:19][CH:20]=3)[C:15](=[N:24][OH:25])[CH2:14]2)[CH2:10][CH2:9]1)[C:2]1[CH:7]=[CH:6][CH:5]=[CH:4][CH:3]=1, predict the reactants needed to synthesize it. The reactants are: [CH2:1]([N:8]1[CH2:13][CH2:12][C:11]2([C:21]3[C:16](=[CH:17][CH:18]=[CH:19][CH:20]=3)[C:15](=O)[CH2:14]2)[CH2:10][CH2:9]1)[C:2]1[CH:7]=[CH:6][CH:5]=[CH:4][CH:3]=1.Cl.[NH2:24][OH:25].C([O-])(=O)C.[Na+].